Dataset: Full USPTO retrosynthesis dataset with 1.9M reactions from patents (1976-2016). Task: Predict the reactants needed to synthesize the given product. (1) Given the product [Br:1][C:2]1[N:7]=[C:6]([N:8]([CH2:15][C:14]2[CH:17]=[CH:18][C:11]([O:10][CH3:9])=[CH:12][CH:13]=2)[CH2:15][C:14]2[CH:17]=[CH:18][C:11]([O:10][CH3:9])=[CH:12][CH:13]=2)[CH:5]=[CH:4][CH:3]=1, predict the reactants needed to synthesize it. The reactants are: [Br:1][C:2]1[N:7]=[C:6]([NH2:8])[CH:5]=[CH:4][CH:3]=1.[CH3:9][O:10][C:11]1[CH:18]=[CH:17][C:14]([CH2:15]Cl)=[CH:13][CH:12]=1.[H-].[Na+]. (2) The reactants are: [CH2:1]([O:8][C:9](=[O:24])[NH:10][C:11]1([CH2:15][O:16][C:17]2[CH:22]=[CH:21][C:20](Br)=[CH:19][CH:18]=2)[CH2:14][O:13][CH2:12]1)[C:2]1[CH:7]=[CH:6][CH:5]=[CH:4][CH:3]=1.[B:25]1([B:25]2[O:29][C:28]([CH3:31])([CH3:30])[C:27]([CH3:33])([CH3:32])[O:26]2)[O:29][C:28]([CH3:31])([CH3:30])[C:27]([CH3:33])([CH3:32])[O:26]1.C([O-])(=O)C.[K+]. Given the product [CH2:1]([O:8][C:9](=[O:24])[NH:10][C:11]1([CH2:15][O:16][C:17]2[CH:22]=[CH:21][C:20]([B:25]3[O:29][C:28]([CH3:31])([CH3:30])[C:27]([CH3:33])([CH3:32])[O:26]3)=[CH:19][CH:18]=2)[CH2:14][O:13][CH2:12]1)[C:2]1[CH:7]=[CH:6][CH:5]=[CH:4][CH:3]=1, predict the reactants needed to synthesize it. (3) Given the product [OH:24][CH2:23][CH:22]([NH:21][C:18]([C:11]1[C:12]2[CH2:13][C@H:14]3[CH2:17][C@H:15]3[C:16]=2[N:9]([C:3]2[CH:4]=[CH:5][C:6]([F:8])=[CH:7][C:2]=2[F:1])[N:10]=1)=[O:20])[C:25]1[CH:26]=[N:27][CH:28]=[CH:29][CH:30]=1, predict the reactants needed to synthesize it. The reactants are: [F:1][C:2]1[CH:7]=[C:6]([F:8])[CH:5]=[CH:4][C:3]=1[N:9]1[C:16]2[C@@H:15]3[CH2:17][C@@H:14]3[CH2:13][C:12]=2[C:11]([C:18]([OH:20])=O)=[N:10]1.[NH2:21][CH:22]([C:25]1[CH:26]=[N:27][CH:28]=[CH:29][CH:30]=1)[CH2:23][OH:24]. (4) Given the product [F:1][C:2]1[CH:11]=[CH:10][C:9]2[NH:8][CH:7]=[C:6]3[C:12](=[O:21])[N:13]([C:15]4[CH:20]=[CH:19][CH:18]=[CH:17][C:16]=4[F:22])[N:14]=[C:5]3[C:4]=2[CH:3]=1, predict the reactants needed to synthesize it. The reactants are: [F:1][C:2]1[CH:11]=[CH:10][C:9]2[NH:8][CH:7]=[C:6]3[C:12](=[O:21])[N:13]([C:15]4[CH:20]=[CH:19][CH:18]=[CH:17][CH:16]=4)[N:14]=[C:5]3[C:4]=2[CH:3]=1.[F:22]C1C=CC=CC=1NN. (5) The reactants are: Cl.[Cl:2][C:3]1[CH:17]=[CH:16][C:6]([O:7][C:8]([CH3:15])([CH3:14])[C:9](=[NH:13])[O:10][CH2:11][CH3:12])=[C:5]([F:18])[CH:4]=1.O.P(O)([O-])(O)=O.[Na+].O.O.O.O.O.O.O.P([O-])([O-])(O)=O.[Na+].[Na+].[N:40]#[C:41]N. Given the product [Cl:2][C:3]1[CH:17]=[CH:16][C:6]([O:7][C:8]([CH3:14])([CH3:15])[C:9](=[N:13][C:41]#[N:40])[O:10][CH2:11][CH3:12])=[C:5]([F:18])[CH:4]=1, predict the reactants needed to synthesize it.